Dataset: Forward reaction prediction with 1.9M reactions from USPTO patents (1976-2016). Task: Predict the product of the given reaction. Given the reactants [Cl:1][C:2]1[N:3]([CH2:10][C@:11]2([CH3:14])[CH2:13][O:12]2)[CH:4]=[C:5]([N+:7]([O-:9])=[O:8])[N:6]=1.[N:15]1([C:21]([O:23][CH2:24][CH:25]=[CH:26][C:27]2[CH:32]=[CH:31][C:30]([C:33]([F:36])([F:35])[F:34])=[CH:29][CH:28]=2)=[O:22])[CH2:20][CH2:19][NH:18][CH2:17][CH2:16]1.O, predict the reaction product. The product is: [Cl:1][C:2]1[N:3]([CH2:10][C@:11]([OH:12])([CH3:14])[CH2:13][N:18]2[CH2:17][CH2:16][N:15]([C:21]([O:23][CH2:24][CH:25]=[CH:26][C:27]3[CH:32]=[CH:31][C:30]([C:33]([F:35])([F:36])[F:34])=[CH:29][CH:28]=3)=[O:22])[CH2:20][CH2:19]2)[CH:4]=[C:5]([N+:7]([O-:9])=[O:8])[N:6]=1.